The task is: Predict the reaction yield, written as a fraction of the theoretical maximum amount of product (1.0 means a 100% yield; for example, 0.34 means a 34% yield).. This data is from Reaction yield outcomes from USPTO patents with 853,638 reactions. (1) The catalyst is C(OCC)(=O)C.CO. The yield is 0.672. The product is [OH2:3].[CH3:1][S:2]([OH:5])(=[O:4])=[O:3].[CH3:1][S:2]([OH:5])(=[O:4])=[O:3].[CH3:1][S:2]([OH:5])(=[O:4])=[O:3].[CH3:1][S:2]([OH:5])(=[O:4])=[O:3].[NH2:21][CH2:20][CH2:19][CH2:18][NH:17][CH:14]1[CH2:15][CH2:16][CH:11]([NH:10][CH2:9][CH2:8][CH2:7][NH2:6])[CH2:12][CH2:13]1. The reactants are [CH3:1][S:2]([OH:5])(=[O:4])=[O:3].[NH2:6][CH2:7][CH2:8][CH2:9][NH:10][CH:11]1[CH2:16][CH2:15][CH:14]([NH:17][CH2:18][CH2:19][CH2:20][NH2:21])[CH2:13][CH2:12]1.O.C. (2) The reactants are [Br:1][C:2]1[CH:3]=[C:4]([CH:8]([NH:10][C:11]2[CH:16]=[C:15](F)[CH:14]=[CH:13][C:12]=2[N+:18]([O-:20])=[O:19])[CH3:9])[CH:5]=[CH:6][CH:7]=1.[N:21]1([C:27]([O:29][C:30]([CH3:33])([CH3:32])[CH3:31])=[O:28])[CH2:26][CH2:25][NH:24][CH2:23][CH2:22]1.C(N(C(C)C)CC)(C)C. The catalyst is C(#N)C. The product is [Br:1][C:2]1[CH:3]=[C:4]([CH:8]([NH:10][C:11]2[CH:16]=[C:15]([N:24]3[CH2:23][CH2:22][N:21]([C:27]([O:29][C:30]([CH3:33])([CH3:32])[CH3:31])=[O:28])[CH2:26][CH2:25]3)[CH:14]=[CH:13][C:12]=2[N+:18]([O-:20])=[O:19])[CH3:9])[CH:5]=[CH:6][CH:7]=1. The yield is 0.240. (3) The reactants are Br[C:2]1[CH:7]=[CH:6][CH:5]=[C:4]([F:8])[C:3]=1[O:9][CH3:10].[CH2:11]1[CH2:15][O:14][CH2:13][CH2:12]1.C([Mg]Cl)(C)C.C1(=O)CCC1. The catalyst is CCOCC. The product is [F:8][C:4]1[C:3]([O:9][CH3:10])=[C:2]([C:15]2([OH:14])[CH2:11][CH2:12][CH2:13]2)[CH:7]=[CH:6][CH:5]=1. The yield is 0.490. (4) The reactants are N[C@@H]1CCCC[C@H]1N.C(=O)([O-])[O-].[K+].[K+].Br[C:16]1[CH:17]=[N:18][CH:19]=[C:20]([C:22]([F:25])([F:24])[F:23])[CH:21]=1.[CH:26]1[C:35]2[C:30](=[CH:31][CH:32]=[CH:33][CH:34]=2)[CH:29]=[CH:28][C:27]=1[N:36]1[CH2:40][CH2:39][NH:38][C:37]1=[O:41]. The catalyst is CCCCCC.[Cu](I)I.C(OCC)(=O)C.O1CCOCC1. The product is [CH:26]1[C:35]2[C:30](=[CH:31][CH:32]=[CH:33][CH:34]=2)[CH:29]=[CH:28][C:27]=1[N:36]1[CH2:40][CH2:39][N:38]([C:16]2[CH:17]=[N:18][CH:19]=[C:20]([C:22]([F:25])([F:24])[F:23])[CH:21]=2)[C:37]1=[O:41]. The yield is 0.520.